Task: Predict the product of the given reaction.. Dataset: Forward reaction prediction with 1.9M reactions from USPTO patents (1976-2016) Given the reactants [CH3:1][C:2]1[CH:3]=[C:4]([N:9]2[CH:13]=[CH:12][C:11]([C:14]3[CH:19]=[CH:18][CH:17]=[C:16]([Cl:20])[CH:15]=3)=[N:10]2)[CH:5]=[CH:6][C:7]=1[Cl:8].[Br:21]N1C(=O)CCC1=O.C(OOC(=O)C1C=CC=CC=1)(=O)C1C=CC=CC=1, predict the reaction product. The product is: [Br:21][CH2:1][C:2]1[CH:3]=[C:4]([N:9]2[CH:13]=[CH:12][C:11]([C:14]3[CH:19]=[CH:18][CH:17]=[C:16]([Cl:20])[CH:15]=3)=[N:10]2)[CH:5]=[CH:6][C:7]=1[Cl:8].